From a dataset of Reaction yield outcomes from USPTO patents with 853,638 reactions. Predict the reaction yield, written as a fraction of the theoretical maximum amount of product (1.0 means a 100% yield; for example, 0.34 means a 34% yield). (1) The reactants are [CH3:1][O:2][C:3]([C:5]1[C:9]([N+:10]([O-])=O)=[CH:8][NH:7][N:6]=1)=[O:4].N#N.[H][H]. The catalyst is [Pd].C(O)C. The product is [CH3:1][O:2][C:3]([C:5]1[C:9]([NH2:10])=[CH:8][NH:7][N:6]=1)=[O:4]. The yield is 0.989. (2) The reactants are [N:1]1([CH:7]2[CH2:12][CH2:11][N:10]([C:13]([C:15]3[CH:16]=[C:17]4[C:21](=[CH:22][CH:23]=3)[NH:20][C:19]([C:24]([N:26]3[CH2:31][CH2:30][C:29]([F:33])([F:32])[CH2:28][CH2:27]3)=[O:25])=[CH:18]4)=[O:14])[CH2:9][CH2:8]2)[CH2:6][CH2:5][CH2:4][CH2:3][CH2:2]1.[Cl:34][C:35]1[CH:36]=[C:37](B(O)O)[CH:38]=[CH:39][CH:40]=1.N1C=CC=CC=1. The catalyst is ClCCl.C([O-])(=O)C.[Cu+2].C([O-])(=O)C. The product is [N:1]1([CH:7]2[CH2:12][CH2:11][N:10]([C:13]([C:15]3[CH:16]=[C:17]4[C:21](=[CH:22][CH:23]=3)[N:20]([C:39]3[CH:38]=[CH:37][CH:36]=[C:35]([Cl:34])[CH:40]=3)[C:19]([C:24]([N:26]3[CH2:31][CH2:30][C:29]([F:33])([F:32])[CH2:28][CH2:27]3)=[O:25])=[CH:18]4)=[O:14])[CH2:9][CH2:8]2)[CH2:2][CH2:3][CH2:4][CH2:5][CH2:6]1. The yield is 0.770. (3) The reactants are [NH:1]1[C:9]2[C:4](=[CH:5][CH:6]=[CH:7][CH:8]=2)[C:3]([C:10](=[O:15])[C:11]([O:13][CH3:14])=[O:12])=[CH:2]1.[CH3:16]I.O.Cl. The catalyst is CN(C)C=O. The product is [CH3:16][N:1]1[C:9]2[C:4](=[CH:5][CH:6]=[CH:7][CH:8]=2)[C:3]([C:10](=[O:15])[C:11]([O:13][CH3:14])=[O:12])=[CH:2]1. The yield is 0.330. (4) The reactants are [NH2:1][C:2]1[CH2:3][C:4]([C:14]([N:16]([CH2:20][CH2:21][CH3:22])[CH2:17][CH2:18][CH3:19])=[O:15])=[CH:5][C:6]2[CH:12]=[CH:11][C:10](Br)=[CH:9][C:7]=2[N:8]=1.CC1(C)C(C)(C)OB([C:31]2[CH:36]=[CH:35][C:34]([CH:37]3[CH2:41][O:40][C:39](=[O:42])[O:38]3)=[CH:33][CH:32]=2)O1. No catalyst specified. The product is [NH2:1][C:2]1[CH2:3][C:4]([C:14]([N:16]([CH2:20][CH2:21][CH3:22])[CH2:17][CH2:18][CH3:19])=[O:15])=[CH:5][C:6]2[CH:12]=[CH:11][C:10]([C:31]3[CH:32]=[CH:33][C:34]([CH:37]4[CH2:41][O:40][C:39](=[O:42])[O:38]4)=[CH:35][CH:36]=3)=[CH:9][C:7]=2[N:8]=1. The yield is 0.0900. (5) The reactants are [CH3:1][CH2:2][N:3]([CH2:6][CH2:7][NH:8][C:9]([C:11]1[C:12]([CH3:29])=[C:13](/[CH:17]=[C:18]2/[C:19]3[CH:20]=[C:21]([F:28])[CH:22]=[CH:23][C:24]=3[NH:25][C:26]/2=[O:27])[NH:14][C:15]=1[CH3:16])=[O:10])[CH2:4][CH3:5].[C:30]([OH:43])(=[O:42])/[CH:31]=[CH:32]/[C:33]1[CH:41]=[CH:40][C:38]([OH:39])=[C:35]([O:36][CH3:37])[CH:34]=1. The catalyst is CO. The product is [CH3:1][CH2:2][N:3]([CH2:6][CH2:7][NH:8][C:9]([C:11]1[C:12]([CH3:29])=[C:13](/[CH:17]=[C:18]2/[C:19]3[CH:20]=[C:21]([F:28])[CH:22]=[CH:23][C:24]=3[NH:25][C:26]/2=[O:27])[NH:14][C:15]=1[CH3:16])=[O:10])[CH2:4][CH3:5].[C:30]([O-:43])(=[O:42])/[CH:31]=[CH:32]/[C:33]1[CH:41]=[CH:40][C:38]([OH:39])=[C:35]([O:36][CH3:37])[CH:34]=1. The yield is 0.810. (6) The reactants are F[B-](F)(F)F.[CH3:6][O:7][N:8]([C:10]1[N:15]=[C:14]([NH:16][CH2:17][CH2:18][CH3:19])[N:13]=[C:12]([N+:20]([CH3:23])(C)C)[N:11]=1)[CH3:9].S(O)(O)(=O)=O.[CH2:29](N)[C:30]#C.C(N)C#C.CS(C)=O.C(N(CC)C(C)C)(C)C. The catalyst is [Cl-].[Na+].O. The product is [CH3:6][O:7][N:8]([CH3:9])[C:10]1[N:11]=[C:12]([NH:20][CH2:23][CH2:29][CH3:30])[N:13]=[C:14]([NH:16][CH2:17][C:18]#[CH:19])[N:15]=1. The yield is 1.04. (7) The reactants are Br[C:2]1[CH:8]=[C:7]([CH:9]([CH3:11])[CH3:10])[C:5]([NH2:6])=[C:4]([CH:12]([CH3:14])[CH3:13])[CH:3]=1.[C:15]1(B(O)O)[CH:20]=[CH:19][CH:18]=[CH:17][CH:16]=1.[O-]P([O-])([O-])=O.[K+].[K+].[K+].C1(C)C=CC=CC=1. The catalyst is C1C=CC([P]([Pd]([P](C2C=CC=CC=2)(C2C=CC=CC=2)C2C=CC=CC=2)([P](C2C=CC=CC=2)(C2C=CC=CC=2)C2C=CC=CC=2)[P](C2C=CC=CC=2)(C2C=CC=CC=2)C2C=CC=CC=2)(C2C=CC=CC=2)C2C=CC=CC=2)=CC=1.O. The product is [CH:12]([C:4]1[CH:3]=[C:2]([C:15]2[CH:20]=[CH:19][CH:18]=[CH:17][CH:16]=2)[CH:8]=[C:7]([CH:9]([CH3:11])[CH3:10])[C:5]=1[NH2:6])([CH3:14])[CH3:13]. The yield is 0.570. (8) The reactants are [C:1]([C:3]1[CH:8]=[CH:7][CH:6]=[CH:5][C:4]=1[C:9]1[CH:14]=[CH:13][C:12]([CH2:15][C:16]2[C:17](=[O:44])[N:18]([C@H:28]3[CH2:33][CH2:32][C@H:31]([O:34][CH:35]([CH2:41][CH2:42][OH:43])[C:36]([O:38][CH2:39][CH3:40])=[O:37])[CH2:30][CH2:29]3)[C:19]3[N:20]([N:25]=[CH:26][N:27]=3)[C:21]=2[CH2:22][CH2:23][CH3:24])=[C:11]([F:45])[CH:10]=1)#[N:2].[CH3:46][C:47]1[CH:52]=[CH:51][C:50]([S:53](Cl)(=[O:55])=[O:54])=[CH:49][CH:48]=1.Cl. The catalyst is N1C=CC=CC=1. The product is [C:1]([C:3]1[CH:8]=[CH:7][CH:6]=[CH:5][C:4]=1[C:9]1[CH:14]=[CH:13][C:12]([CH2:15][C:16]2[C:17](=[O:44])[N:18]([C@H:28]3[CH2:33][CH2:32][C@H:31]([O:34][CH:35]([CH2:41][CH2:42][O:43][S:53]([C:50]4[CH:51]=[CH:52][C:47]([CH3:46])=[CH:48][CH:49]=4)(=[O:55])=[O:54])[C:36]([O:38][CH2:39][CH3:40])=[O:37])[CH2:30][CH2:29]3)[C:19]3[N:20]([N:25]=[CH:26][N:27]=3)[C:21]=2[CH2:22][CH2:23][CH3:24])=[C:11]([F:45])[CH:10]=1)#[N:2]. The yield is 0.700. (9) The catalyst is CC(O)(C)C.C1C=CC(/C=C/C(/C=C/C2C=CC=CC=2)=O)=CC=1.C1C=CC(/C=C/C(/C=C/C2C=CC=CC=2)=O)=CC=1.C1C=CC(/C=C/C(/C=C/C2C=CC=CC=2)=O)=CC=1.[Pd].[Pd]. The yield is 0.200. The product is [CH3:17][N:14]1[CH2:15][CH2:16][N:11]([CH2:10][CH2:9][CH2:8][NH:7][C:5]([C:4]2[CH:3]=[C:2]([NH:21][C:22]3[CH:23]=[C:24]([CH:34]=[CH:35][N:36]=3)[C:25]([NH:27][C:28]3[CH:29]=[CH:30][N:31]=[CH:32][CH:33]=3)=[O:26])[CH:20]=[CH:19][CH:18]=2)=[O:6])[CH2:12][CH2:13]1. The reactants are Br[C:2]1[CH:3]=[C:4]([CH:18]=[CH:19][CH:20]=1)[C:5]([NH:7][CH2:8][CH2:9][CH2:10][N:11]1[CH2:16][CH2:15][N:14]([CH3:17])[CH2:13][CH2:12]1)=[O:6].[NH2:21][C:22]1[CH:23]=[C:24]([CH:34]=[CH:35][N:36]=1)[C:25]([NH:27][C:28]1[CH:33]=[CH:32][N:31]=[CH:30][CH:29]=1)=[O:26].CC(C1C=C(C(C)C)C(C2C=CC=CC=2P(C2CCCCC2)C2CCCCC2)=C(C(C)C)C=1)C.C([O-])([O-])=O.[K+].[K+]. (10) The yield is 0.230. The product is [NH:30]1[C:29]([C:26]2[CH:27]=[C:28]3[C:23](=[CH:24][CH:25]=2)[NH:22][N:21]=[C:20]3[C:16]2[CH:15]=[C:14]([C:12]([NH:11][C@@H:3]3[C:4]4[C:9](=[CH:8][CH:7]=[CH:6][CH:5]=4)[CH2:10][C@@H:2]3[OH:1])=[O:13])[CH:19]=[CH:18][CH:17]=2)=[N:33][CH:32]=[N:31]1. The catalyst is O1CCOCC1. The reactants are [OH:1][C@H:2]1[CH2:10][C:9]2[C:4](=[CH:5][CH:6]=[CH:7][CH:8]=2)[C@H:3]1[NH:11][C:12]([C:14]1[CH:19]=[CH:18][CH:17]=[C:16]([C:20]2[C:28]3[C:23](=[CH:24][CH:25]=[C:26]([C:29]4[N:33]=[CH:32][N:31](C(C5C=CC=CC=5)(C5C=CC=CC=5)C5C=CC=CC=5)[N:30]=4)[CH:27]=3)[N:22](C3CCCCO3)[N:21]=2)[CH:15]=1)=[O:13].Cl.C(=O)(O)[O-].[Na+].